Predict the reaction yield, written as a fraction of the theoretical maximum amount of product (1.0 means a 100% yield; for example, 0.34 means a 34% yield). From a dataset of Reaction yield outcomes from USPTO patents with 853,638 reactions. (1) The product is [CH3:19][S:20]([O:1][CH2:2][CH2:3][CH2:4][N:5]([C:6]([O:7][CH2:8][C:9]1[CH:14]=[CH:13][CH:12]=[CH:11][CH:10]=1)=[O:15])[CH2:16][CH2:17][CH3:18])(=[O:22])=[O:21]. The yield is 0.983. The catalyst is C(Cl)Cl. The reactants are [OH:1][CH2:2][CH2:3][CH2:4][N:5]([CH2:16][CH2:17][CH3:18])[C:6](=[O:15])[O:7][CH2:8][C:9]1[CH:14]=[CH:13][CH:12]=[CH:11][CH:10]=1.[CH3:19][S:20](Cl)(=[O:22])=[O:21]. (2) The reactants are [NH2:1][C:2]1[CH:3]=[N:4][CH:5]=[C:6]([F:24])[C:7]=1[CH2:8][CH2:9][C@H:10]1[CH2:14][O:13][C:12]([CH3:16])([CH3:15])[N:11]1[C:17]([O:19][C:20]([CH3:23])([CH3:22])[CH3:21])=[O:18].[N:25]([C@@H:28]([C@H:32]([C:40]1[CH:45]=[C:44]([F:46])[CH:43]=[C:42]([F:47])[CH:41]=1)[C:33]1[CH:38]=[CH:37][C:36]([F:39])=[CH:35][CH:34]=1)[C:29](O)=[O:30])=[N+:26]=[N-:27].O=P(Cl)(Cl)Cl. The catalyst is N1C=CC=CC=1. The product is [N:25]([C@@H:28]([C@H:32]([C:40]1[CH:41]=[C:42]([F:47])[CH:43]=[C:44]([F:46])[CH:45]=1)[C:33]1[CH:38]=[CH:37][C:36]([F:39])=[CH:35][CH:34]=1)[C:29]([NH:1][C:2]1[CH:3]=[N:4][CH:5]=[C:6]([F:24])[C:7]=1[CH2:8][CH2:9][C@H:10]1[CH2:14][O:13][C:12]([CH3:16])([CH3:15])[N:11]1[C:17]([O:19][C:20]([CH3:23])([CH3:22])[CH3:21])=[O:18])=[O:30])=[N+:26]=[N-:27]. The yield is 0.820. (3) The catalyst is CN(C=O)C. The reactants are [Cl:1][C:2]1[CH:7]=[CH:6][C:5]([CH2:8]Cl)=[CH:4][N:3]=1.[NH2:10][C:11]1[N:16]=[CH:15][CH:14]=[CH:13][N:12]=1. The yield is 0.340. The product is [ClH:1].[Cl:1][C:2]1[N:3]=[CH:4][C:5]([CH2:8][N:16]2[CH:15]=[CH:14][CH:13]=[N:12][C:11]2=[NH:10])=[CH:6][CH:7]=1. (4) The reactants are [CH3:1][C:2]([C:11]([O:13][CH3:14])=[O:12])([CH3:10])[NH:3][CH2:4][CH2:5][C:6]([O:8][CH3:9])=[O:7].C([O-])(O)=O.[Na+].[C:20](Cl)(=[O:27])[C:21]1[CH:26]=[CH:25][CH:24]=[CH:23][CH:22]=1. The catalyst is C(Cl)Cl.O. The product is [CH3:10][C:2]([C:11]([O:13][CH3:14])=[O:12])([CH3:1])[N:3]([CH2:4][CH2:5][C:6]([O:8][CH3:9])=[O:7])[C:20]([C:21]1[CH:26]=[CH:25][CH:24]=[CH:23][CH:22]=1)=[O:27]. The yield is 0.210.